Dataset: Full USPTO retrosynthesis dataset with 1.9M reactions from patents (1976-2016). Task: Predict the reactants needed to synthesize the given product. (1) Given the product [CH2:18]([N:22]([C:23]1[CH:28]=[CH:27][C:26]([C:29]([OH:38])([C:30]([F:33])([F:31])[F:32])[C:34]([F:35])([F:37])[F:36])=[C:25]([O:39][CH3:40])[C:24]=1[O:41][CH3:42])[C:11](=[O:12])[C:10]1[CH:14]=[CH:15][CH:16]=[CH:17][C:9]=1[I:8])[CH2:19][CH2:20][CH3:21], predict the reactants needed to synthesize it. The reactants are: C(N(CC)CC)C.[I:8][C:9]1[CH:17]=[CH:16][CH:15]=[CH:14][C:10]=1[C:11](Cl)=[O:12].[CH2:18]([NH:22][C:23]1[CH:28]=[CH:27][C:26]([C:29]([OH:38])([C:34]([F:37])([F:36])[F:35])[C:30]([F:33])([F:32])[F:31])=[C:25]([O:39][CH3:40])[C:24]=1[O:41][CH3:42])[CH2:19][CH2:20][CH3:21]. (2) Given the product [Cl:1][C:2]1[CH:3]=[C:4]([CH2:10][CH2:11][C:12]2([CH:20]3[CH2:24][CH2:23][CH2:22][CH2:21]3)[O:17][C:16](=[O:18])[CH:15]([CH2:36][C:34]3[N:35]=[C:28]4[N:27]=[C:26]([CH3:25])[CH:31]=[C:30]([CH3:32])[N:29]4[N:33]=3)[C:14](=[O:19])[CH2:13]2)[CH:5]=[CH:6][C:7]=1[O:8][CH3:9], predict the reactants needed to synthesize it. The reactants are: [Cl:1][C:2]1[CH:3]=[C:4]([CH2:10][CH2:11][C:12]2([CH:20]3[CH2:24][CH2:23][CH2:22][CH2:21]3)[O:17][C:16](=[O:18])[CH2:15][C:14](=[O:19])[CH2:13]2)[CH:5]=[CH:6][C:7]=1[O:8][CH3:9].[CH3:25][C:26]1[CH:31]=[C:30]([CH3:32])[N:29]2[N:33]=[C:34]([CH:36]=O)[N:35]=[C:28]2[N:27]=1.[Al+3].[Cl-].[Cl-].[Cl-].[O-]S([O-])(=O)=O.[Mg+2]. (3) The reactants are: [CH3:1][C:2]([CH3:24])([CH3:23])[CH2:3][C:4]([NH:6][C:7]1[N:17]([CH2:18][C:19]([F:22])([F:21])[F:20])[C:10]2=[N:11][C:12]([CH:15]=[CH2:16])=[CH:13][CH:14]=[C:9]2[N:8]=1)=[O:5]. Given the product [CH2:15]([C:12]1[N:11]=[C:10]2[N:17]([CH2:18][C:19]([F:22])([F:21])[F:20])[C:7]([NH:6][C:4](=[O:5])[CH2:3][C:2]([CH3:24])([CH3:23])[CH3:1])=[N:8][C:9]2=[CH:14][CH:13]=1)[CH3:16], predict the reactants needed to synthesize it. (4) Given the product [N:27]1([CH2:26][C:2]2[CH:7]=[CH:6][C:5]([C:8]3[NH:12][C:11]4[CH:13]=[CH:14][CH:15]=[C:16]([C:17]([O:19][CH3:20])=[O:18])[C:10]=4[N:9]=3)=[C:4]([C:21]([F:24])([F:23])[F:22])[CH:3]=2)[CH2:31][CH2:30][CH2:29][CH2:28]1, predict the reactants needed to synthesize it. The reactants are: Cl[C:2]1[CH:7]=[CH:6][C:5]([C:8]2[NH:12][C:11]3[CH:13]=[CH:14][CH:15]=[C:16]([C:17]([O:19][CH3:20])=[O:18])[C:10]=3[N:9]=2)=[C:4]([C:21]([F:24])([F:23])[F:22])[CH:3]=1.[B-](F)(F)(F)[CH2:26][N:27]1[CH2:31][CH2:30][CH2:29][CH2:28]1.[K+].CC(C1C=C(C(C)C)C(C2C=CC=CC=2P(C2CCCCC2)C2CCCCC2)=C(C(C)C)C=1)C.C(=O)([O-])[O-].[Cs+].[Cs+]. (5) Given the product [F:14][CH:15]([F:24])[O:16][C:17]1[CH:22]=[C:21]([N:11]2[CH2:10][CH2:9][N:8]([C:1]([O:3][C:4]([CH3:7])([CH3:6])[CH3:5])=[O:2])[CH2:13][CH2:12]2)[CH:20]=[CH:19][CH:18]=1, predict the reactants needed to synthesize it. The reactants are: [C:1]([N:8]1[CH2:13][CH2:12][NH:11][CH2:10][CH2:9]1)([O:3][C:4]([CH3:7])([CH3:6])[CH3:5])=[O:2].[F:14][CH:15]([F:24])[O:16][C:17]1[CH:18]=[C:19](Br)[CH:20]=[CH:21][CH:22]=1.C1C=CC(P(C2C=CC3C(=CC=CC=3)C=2C2C3C(=CC=CC=3)C=CC=2P(C2C=CC=CC=2)C2C=CC=CC=2)C2C=CC=CC=2)=CC=1.